Dataset: Peptide-MHC class I binding affinity with 185,985 pairs from IEDB/IMGT. Task: Regression. Given a peptide amino acid sequence and an MHC pseudo amino acid sequence, predict their binding affinity value. This is MHC class I binding data. (1) The peptide sequence is ATFEAVLAK. The MHC is HLA-A26:01 with pseudo-sequence HLA-A26:01. The binding affinity (normalized) is 0.0847. (2) The peptide sequence is DVSPLMHLF. The MHC is HLA-A11:01 with pseudo-sequence HLA-A11:01. The binding affinity (normalized) is 0.0847.